From a dataset of Forward reaction prediction with 1.9M reactions from USPTO patents (1976-2016). Predict the product of the given reaction. (1) The product is: [Br:1][C:2]1[CH:3]=[CH:4][C:5]([C:8]([CH3:13])([CH3:12])[C:9](=[O:11])/[CH:10]=[CH:16]/[N:17]([CH3:19])[CH3:18])=[CH:6][CH:7]=1. Given the reactants [Br:1][C:2]1[CH:7]=[CH:6][C:5]([C:8]([CH3:13])([CH3:12])[C:9](=[O:11])[CH3:10])=[CH:4][CH:3]=1.CO[CH:16](OC)[N:17]([CH3:19])[CH3:18], predict the reaction product. (2) The product is: [CH3:28][NH:30][C:2]1[N:7]=[C:6]([N:8]2[CH2:13][CH2:12][CH:11]([C:14]([NH:16][CH2:17][C:18]3[CH:23]=[CH:22][CH:21]=[CH:20][C:19]=3[C:24]([F:27])([F:26])[F:25])=[O:15])[CH2:10][CH2:9]2)[CH:5]=[CH:4][N:3]=1. Given the reactants Cl[C:2]1[N:7]=[C:6]([N:8]2[CH2:13][CH2:12][CH:11]([C:14]([NH:16][CH2:17][C:18]3[CH:23]=[CH:22][CH:21]=[CH:20][C:19]=3[C:24]([F:27])([F:26])[F:25])=[O:15])[CH2:10][CH2:9]2)[CH:5]=[CH:4][N:3]=1.[CH2:28]([N:30](CC)CC)C.CN, predict the reaction product.